This data is from Full USPTO retrosynthesis dataset with 1.9M reactions from patents (1976-2016). The task is: Predict the reactants needed to synthesize the given product. Given the product [CH2:8]([O:27][C:26](=[O:28])[CH:24]([NH2:25])[CH2:23][C:22]1[CH:29]=[CH:30][C:19]([O:18][CH2:15][C:16]#[CH:17])=[CH:20][CH:21]=1)[C:4]#[CH:5], predict the reactants needed to synthesize it. The reactants are: Cl.O.N[CH:4]([CH2:8]C1C=CC=CC=1)[C:5](O)=O.[CH2:15]([O:18][C:19]1[CH:30]=[CH:29][C:22]([CH2:23][C@@H:24]([C:26]([OH:28])=[O:27])[NH2:25])=[CH:21][CH:20]=1)[C:16]#[CH:17].